From a dataset of CYP3A4 inhibition data for predicting drug metabolism from PubChem BioAssay. Regression/Classification. Given a drug SMILES string, predict its absorption, distribution, metabolism, or excretion properties. Task type varies by dataset: regression for continuous measurements (e.g., permeability, clearance, half-life) or binary classification for categorical outcomes (e.g., BBB penetration, CYP inhibition). Dataset: cyp3a4_veith. (1) The molecule is O=C(c1cc(O)c(O)c([N+](=O)[O-])c1)c1ccccc1F. The result is 1 (inhibitor). (2) The compound is O=C(O)CCCCn1cnc2c(=S)nc[nH]c21. The result is 0 (non-inhibitor). (3) The molecule is CCOC(=O)CCN1C(=O)[C@H]2CC[C@H]3/C(=N\OC[C@@H](O)COCc4ccco4)C[C@@H](O)[C@@H](O)[C@@H]3[C@@H]2C1=O. The result is 0 (non-inhibitor). (4) The molecule is CCCCn1c(NCc2ccccc2NS(=O)(=O)c2ccc(C)cc2)nc2ccccc21. The result is 1 (inhibitor). (5) The compound is CCCCNC(=O)C(=O)NC(C)CCc1ccccc1. The result is 0 (non-inhibitor). (6) The molecule is Cc1ccc(S(=O)(=O)OCC(=O)O)cc1. The result is 0 (non-inhibitor). (7) The drug is CS(=O)(=O)N1CCC[C@@]2(CCN(c3ncccn3)C2)C1. The result is 0 (non-inhibitor).